This data is from Full USPTO retrosynthesis dataset with 1.9M reactions from patents (1976-2016). The task is: Predict the reactants needed to synthesize the given product. (1) Given the product [OH:2][CH:3]1[CH2:6][N:5]([C:7]([C:8]2[CH:13]=[CH:12][CH:11]=[CH:10][CH:9]=2)=[O:14])[CH2:4]1, predict the reactants needed to synthesize it. The reactants are: Cl.[OH:2][CH:3]1[CH2:6][NH:5][CH2:4]1.[C:7](Cl)(=[O:14])[C:8]1[CH:13]=[CH:12][CH:11]=[CH:10][CH:9]=1.C(=O)([O-])[O-].[K+].[K+]. (2) Given the product [C:1]([C:5]1[N:6]=[C:7]([N:23]2[CH2:24][CH2:25][C@H:27]([OH:26])[C@@H:28]2[CH2:46][OH:49])[C:8]2[N:13]=[N:12][N:11]([CH2:14][C:15]3[CH:16]=[CH:17][C:18]([O:21][CH3:22])=[CH:19][CH:20]=3)[C:9]=2[N:10]=1)([CH3:4])([CH3:3])[CH3:2], predict the reactants needed to synthesize it. The reactants are: [C:1]([C:5]1[N:6]=[C:7]([N:23]2[CH2:28][CH2:27][O:26][CH2:25][CH2:24]2)[C:8]2[N:13]=[N:12][N:11]([CH2:14][C:15]3[CH:20]=[CH:19][C:18]([O:21][CH3:22])=[CH:17][CH:16]=3)[C:9]=2[N:10]=1)([CH3:4])([CH3:3])[CH3:2].C(C1N=C(Cl)C2N=NN(CC3C=C[C:46]([O:49]C)=CC=3)C=2N=1)(C)(C)C.Cl.OC[C@H]1[C@@H](O)CCN1.